Dataset: Full USPTO retrosynthesis dataset with 1.9M reactions from patents (1976-2016). Task: Predict the reactants needed to synthesize the given product. (1) Given the product [CH3:1][C:2]1[N:7]=[C:6]([C:8]2[CH:13]=[CH:12][N:11]=[C:10]([C:14]3[CH:15]=[C:16]([NH2:20])[CH:17]=[CH:18][CH:19]=3)[CH:9]=2)[CH:5]=[C:4]([C:23]2[CH:28]=[CH:27][C:26]([C:29]([F:31])([F:30])[F:32])=[CH:25][CH:24]=2)[CH:3]=1, predict the reactants needed to synthesize it. The reactants are: [CH3:1][C:2]1[N:7]=[C:6]([C:8]2[CH:13]=[CH:12][N:11]=[C:10]([C:14]3[CH:19]=[CH:18][CH:17]=[C:16]([N+:20]([O-])=O)[CH:15]=3)[CH:9]=2)[CH:5]=[C:4]([C:23]2[CH:28]=[CH:27][C:26]([C:29]([F:32])([F:31])[F:30])=[CH:25][CH:24]=2)[CH:3]=1.[H][H]. (2) Given the product [Br:1][C:2]1[CH:11]=[C:10]2[C:5](=[CH:4][CH:3]=1)[C:6]([CH3:14])=[CH:7][C:8]([O:12][CH3:13])=[CH:9]2, predict the reactants needed to synthesize it. The reactants are: [Br:1][C:2]1[CH2:3][CH2:4][C:5]2[C:10]([CH:11]=1)=[CH:9][C:8]([O:12][CH3:13])=[CH:7][C:6]=2[CH3:14].C(C1C(=O)C(Cl)=C(Cl)C(=O)C=1C#N)#N. (3) Given the product [S:13](=[N:16][CH:17]=[O:18])(=[O:15])=[O:14].[N+:19]([CH2:23][S:9]([C:4]1[CH:5]=[CH:6][CH:7]=[CH:8][C:3]=1[O:2][CH3:1])(=[O:11])=[O:10])#[C-:20], predict the reactants needed to synthesize it. The reactants are: [CH3:1][O:2][C:3]1[CH:8]=[CH:7][CH:6]=[CH:5][C:4]=1[S:9]([O:11]C)=[O:10].[S:13](=[N:16][CH:17]=[O:18])(=[O:15])=[O:14].[NH:19]([CH:23](C)C)[CH:20](C)C.